This data is from Experimentally validated miRNA-target interactions with 360,000+ pairs, plus equal number of negative samples. The task is: Binary Classification. Given a miRNA mature sequence and a target amino acid sequence, predict their likelihood of interaction. The miRNA is hsa-miR-2054 with sequence CUGUAAUAUAAAUUUAAUUUAUU. The protein sequence of the target gene is MTKLSAQVKGSLNITTPGLQIWRIEAMQMVPVPSSTFGSFFDGDCYIILAIHKTASSLSYDIHYWIGQDSSLDEQGAAAIYTTQMDDFLKGRAVQHREVQGNESEAFRGYFKQGLVIRKGGVASGMKHVETNSYDVQRLLHVKGKRNVVAGEVEMSWKSFNRGDVFLLDLGKLIIQWNGPESTRMERLRGMTLAKEIRDQERGGRTYVGVVDGENELASPKLMEVMNHVLGKRRELKAAVPDTVVEPALKAALKLYHVSDSEGNLVVREVATRPLTQDLLSHEDCYILDQGGLKIYVWKG.... Result: 1 (interaction).